Dataset: Full USPTO retrosynthesis dataset with 1.9M reactions from patents (1976-2016). Task: Predict the reactants needed to synthesize the given product. (1) Given the product [N:32]1([S:29]([N:6]([CH2:5][C:4]([OH:42])=[O:3])[CH2:7][C:8]2[CH:13]=[CH:12][CH:11]=[C:10]([O:14][CH2:15][CH2:16][C:17]3[N:18]=[C:19]([C:23]4[CH:24]=[CH:25][CH:26]=[CH:27][CH:28]=4)[O:20][C:21]=3[CH3:22])[CH:9]=2)(=[O:30])=[O:31])[C:41]2[C:36](=[CH:37][CH:38]=[CH:39][CH:40]=2)[CH2:35][CH2:34][CH2:33]1, predict the reactants needed to synthesize it. The reactants are: C([O:3][C:4](=[O:42])[CH2:5][N:6]([S:29]([N:32]1[C:41]2[C:36](=[CH:37][CH:38]=[CH:39][CH:40]=2)[CH2:35][CH2:34][CH2:33]1)(=[O:31])=[O:30])[CH2:7][C:8]1[CH:13]=[CH:12][CH:11]=[C:10]([O:14][CH2:15][CH2:16][C:17]2[N:18]=[C:19]([C:23]3[CH:28]=[CH:27][CH:26]=[CH:25][CH:24]=3)[O:20][C:21]=2[CH3:22])[CH:9]=1)C.O.[OH-].[Li+]. (2) Given the product [CH2:1]([C:8]1[C:9]([C:13]([O:15][CH2:16][CH3:17])=[O:14])=[CH:10][N:11]([CH2:26][C:25]2[CH:28]=[CH:29][C:22]([C:20]#[N:21])=[CH:23][CH:24]=2)[CH:12]=1)[C:2]1[CH:3]=[CH:4][CH:5]=[CH:6][CH:7]=1, predict the reactants needed to synthesize it. The reactants are: [CH2:1]([C:8]1[C:9]([C:13]([O:15][CH2:16][CH3:17])=[O:14])=[CH:10][NH:11][CH:12]=1)[C:2]1[CH:7]=[CH:6][CH:5]=[CH:4][CH:3]=1.[H-].[Na+].[C:20]([C:22]1[CH:29]=[CH:28][C:25]([CH2:26]Br)=[CH:24][CH:23]=1)#[N:21]. (3) Given the product [Br:1][C:13]1[C:4](=[O:3])[O:5][C:6]2[C:11]([CH:12]=1)=[CH:10][CH:9]=[C:8]([CH:14]1[CH2:15][CH2:16][N:17]([C:20]([O:22][C:23]([CH3:26])([CH3:25])[CH3:24])=[O:21])[CH2:18][CH2:19]1)[CH:7]=2, predict the reactants needed to synthesize it. The reactants are: [Br:1]Br.[O:3]=[C:4]1[CH:13]=[CH:12][C:11]2[C:6](=[CH:7][C:8]([CH:14]3[CH2:19][CH2:18][N:17]([C:20]([O:22][C:23]([CH3:26])([CH3:25])[CH3:24])=[O:21])[CH2:16][CH2:15]3)=[CH:9][CH:10]=2)[O:5]1.C([O-])(=O)C.[Na+]. (4) Given the product [NH2:20][C:8]1[C:9]([NH:18][CH3:19])=[N:10][C:11]([O:13][CH2:14][CH2:15][O:16][CH3:17])=[CH:12][C:7]=1[NH:6][CH2:5][C:4]1[C:23]([CH3:27])=[CH:24][CH:25]=[CH:26][C:3]=1[CH2:1][CH3:2], predict the reactants needed to synthesize it. The reactants are: [CH2:1]([C:3]1[CH:26]=[CH:25][CH:24]=[C:23]([CH3:27])[C:4]=1[CH2:5][NH:6][C:7]1[CH:12]=[C:11]([O:13][CH2:14][CH2:15][O:16][CH3:17])[N:10]=[C:9]([NH:18][CH3:19])[C:8]=1[N+:20]([O-])=O)[CH3:2]. (5) Given the product [F:30][C@H:31]1[CH2:33][C@H:32]1[NH:34][C:21]([C:18]1[CH:19]=[C:20]2[C:15](=[CH:16][C:17]=1[O:24][CH3:25])[N:14]=[CH:13][CH:12]=[C:11]2[O:10][C:9]1[CH:26]=[CH:27][C:6]([NH:5][C:4]([NH:3][CH2:1][CH3:2])=[O:29])=[C:7]([F:28])[CH:8]=1)=[O:23], predict the reactants needed to synthesize it. The reactants are: [CH2:1]([NH:3][C:4](=[O:29])[NH:5][C:6]1[CH:27]=[CH:26][C:9]([O:10][C:11]2[C:20]3[C:15](=[CH:16][C:17]([O:24][CH3:25])=[C:18]([C:21]([OH:23])=O)[CH:19]=3)[N:14]=[CH:13][CH:12]=2)=[CH:8][C:7]=1[F:28])[CH3:2].[F:30][C@H:31]1[CH2:33][C@H:32]1[NH2:34].F[P-](F)(F)(F)(F)F.N1(O[P+](N(C)C)(N(C)C)N(C)C)C2C=CC=CC=2N=N1.